From a dataset of Full USPTO retrosynthesis dataset with 1.9M reactions from patents (1976-2016). Predict the reactants needed to synthesize the given product. (1) Given the product [Br:1][C:2]1[CH:7]=[CH:6][C:5]([C:8]2[C:12]3[CH:13]=[CH:14][C:15]([C:17]#[C:18][CH2:19][CH2:20][N:23]([CH3:24])[CH3:22])=[CH:16][C:11]=3[S:10][N:9]=2)=[CH:4][CH:3]=1, predict the reactants needed to synthesize it. The reactants are: [Br:1][C:2]1[CH:7]=[CH:6][C:5]([C:8]2[C:12]3[CH:13]=[CH:14][C:15]([C:17]#[C:18][CH2:19][CH2:20]O)=[CH:16][C:11]=3[S:10][N:9]=2)=[CH:4][CH:3]=1.[CH3:22][NH:23][CH3:24]. (2) Given the product [F:27][C:24]1[S:23][C:22]([C:20]2[N:21]=[C:16]([N:12]3[C:13]4[C:9](=[CH:8][C:7]([CH2:6][C:5]([OH:31])=[O:4])=[CH:15][CH:14]=4)[CH2:10][CH2:11]3)[C:17]3[CH2:30][CH2:29][CH2:28][C:18]=3[N:19]=2)=[CH:26][CH:25]=1, predict the reactants needed to synthesize it. The reactants are: [OH-].[Na+].C[O:4][C:5](=[O:31])[CH2:6][C:7]1[CH:8]=[C:9]2[C:13](=[CH:14][CH:15]=1)[N:12]([C:16]1[C:17]3[CH2:30][CH2:29][CH2:28][C:18]=3[N:19]=[C:20]([C:22]3[S:23][C:24]([F:27])=[CH:25][CH:26]=3)[N:21]=1)[CH2:11][CH2:10]2.Cl. (3) The reactants are: [C:1](OC(=O)C)(=O)C.[CH:8]1([C:11]([NH:13][CH:14]([CH2:18][C:19]([O:21][CH2:22][CH3:23])=[O:20])[C:15]([OH:17])=O)=[O:12])[CH2:10][CH2:9]1. Given the product [CH:8]1([C:11]([NH:13][CH:14]([C:15](=[O:17])[CH3:1])[CH2:18][C:19]([O:21][CH2:22][CH3:23])=[O:20])=[O:12])[CH2:9][CH2:10]1, predict the reactants needed to synthesize it. (4) The reactants are: [NH:1]1[CH2:5][CH2:4][CH2:3][CH2:2]1.C(N(CC)CC)C.ON1C2C=CC=CC=2N=N1.Cl.CN(C)CCCN=C=NCC.[F:35][C:36]1[CH:37]=[C:38]([NH2:45])[C:39](=[CH:43][CH:44]=1)[C:40](O)=[O:41]. Given the product [NH2:45][C:38]1[CH:37]=[C:36]([F:35])[CH:44]=[CH:43][C:39]=1[C:40]([N:1]1[CH2:5][CH2:4][CH2:3][CH2:2]1)=[O:41], predict the reactants needed to synthesize it. (5) Given the product [N+:32]([C:35]1[CH:36]=[C:37]([NH:41][C:42]2[N:44]=[C:12]([C:11]3[S:10][C:9]([S:20][CH3:21])=[C:8]([C:22]#[N:23])[C:7]=3[CH:1]3[CH2:6][CH2:5][CH2:4][CH2:3][CH2:2]3)[C:13]([CH3:18])=[CH:14][N:43]=2)[CH:38]=[CH:39][CH:40]=1)([O-:34])=[O:33], predict the reactants needed to synthesize it. The reactants are: [CH:1]1([C:7]2[C:8]([C:22]#[N:23])=[C:9]([S:20][CH3:21])[S:10][C:11]=2[C:12](=O)[C:13]([CH3:18])=[CH:14]N(C)C)[CH2:6][CH2:5][CH2:4][CH2:3][CH2:2]1.CN(C(OC)OC)C.[N+:32]([C:35]1[CH:36]=[C:37]([NH:41][C:42]([NH2:44])=[NH:43])[CH:38]=[CH:39][CH:40]=1)([O-:34])=[O:33]. (6) Given the product [Br:16][C:15]1[N:4]2[N:3]=[C:2]([Cl:1])[C:11]3[N:10]([CH3:12])[CH2:9][CH2:8][O:7][C:6]=3[C:5]2=[N:13][N:14]=1, predict the reactants needed to synthesize it. The reactants are: [Cl:1][C:2]1[C:11]2[N:10]([CH3:12])[CH2:9][CH2:8][O:7][C:6]=2[C:5]2=[N:13][N:14]=[CH:15][N:4]2[N:3]=1.[Br:16]N1C(=O)CCC1=O. (7) Given the product [Br:20][CH2:21][CH:22]=[CH:23][CH2:24][O:13][C:5]1[CH:6]=[CH:7][C:8]([N+:10]([O-:12])=[O:11])=[CH:9][C:4]=1[N+:1]([O-:3])=[O:2], predict the reactants needed to synthesize it. The reactants are: [N+:1]([C:4]1[CH:9]=[C:8]([N+:10]([O-:12])=[O:11])[CH:7]=[CH:6][C:5]=1[OH:13])([O-:3])=[O:2].C(=O)([O-])[O-].[K+].[K+].[Br:20][CH2:21][CH:22]=[CH:23][CH2:24]Br. (8) Given the product [CH3:1][N:2]1[C:8]2[CH:17]=[CH:16][C:15]3[CH:14]=[CH:13][CH:12]=[C:11]([CH2:18][CH2:19][NH:20][C:21](=[O:29])[CH2:22][C:23]4[CH:28]=[CH:27][CH:26]=[CH:25][CH:24]=4)[C:10]=3[C:9]=2[C:5](=[O:6])[CH2:4][CH2:3]1, predict the reactants needed to synthesize it. The reactants are: [CH3:1][N:2]([C:8]1[CH:17]=[CH:16][C:15]2[C:10](=[C:11]([CH2:18][CH2:19][NH:20][C:21](=[O:29])[CH2:22][C:23]3[CH:28]=[CH:27][CH:26]=[CH:25][CH:24]=3)[CH:12]=[CH:13][CH:14]=2)[CH:9]=1)[CH2:3][CH2:4][C:5](Cl)=[O:6].[Cl-].[Al+3].[Cl-].[Cl-].Cl.